Task: Predict the product of the given reaction.. Dataset: Forward reaction prediction with 1.9M reactions from USPTO patents (1976-2016) Given the reactants [C:1]([C:3]1[CH:8]=[CH:7][C:6]([C:9]2[CH:10]=[N:11][N:12]([C:15]3[CH:23]=[CH:22][C:18]([C:19](O)=[O:20])=[CH:17][N:16]=3)[C:13]=2[OH:14])=[C:5]([CH3:24])[CH:4]=1)#[N:2].[O:25]1[CH2:29][CH2:28][C@@H:27]([NH2:30])[CH2:26]1, predict the reaction product. The product is: [C:1]([C:3]1[CH:8]=[CH:7][C:6]([C:9]2[CH:10]=[N:11][N:12]([C:15]3[CH:23]=[CH:22][C:18]([C:19]([NH:30][C@@H:27]4[CH2:28][CH2:29][O:25][CH2:26]4)=[O:20])=[CH:17][N:16]=3)[C:13]=2[OH:14])=[C:5]([CH3:24])[CH:4]=1)#[N:2].